From a dataset of Forward reaction prediction with 1.9M reactions from USPTO patents (1976-2016). Predict the product of the given reaction. (1) Given the reactants [CH2:1]([N:8]1[C:12]([C:13]2[CH:18]=[CH:17][CH:16]=[CH:15][CH:14]=2)=[CH:11][C:10]([C:19](OC)=[O:20])=[C:9]1[Cl:23])[C:2]1[CH:7]=[CH:6][CH:5]=[CH:4][CH:3]=1.[H-].C([Al+]CC(C)C)C(C)C, predict the reaction product. The product is: [CH2:1]([N:8]1[C:12]([C:13]2[CH:14]=[CH:15][CH:16]=[CH:17][CH:18]=2)=[CH:11][C:10]([CH2:19][OH:20])=[C:9]1[Cl:23])[C:2]1[CH:3]=[CH:4][CH:5]=[CH:6][CH:7]=1. (2) Given the reactants OC(C(F)(F)F)=O.[CH3:8][O:9][C:10](=[O:30])[C@@H:11]([CH3:29])[CH2:12][C@H:13]([NH2:28])[C:14](=[O:27])[NH:15][C:16]([CH3:26])([CH3:25])[CH2:17][C:18]1[CH:23]=[CH:22][C:21]([F:24])=[CH:20][CH:19]=1.[C:31]1([C:37]2[CH:38]=[CH:39][C:40]([C:43](O)=[O:44])=[N:41][CH:42]=2)[CH:36]=[CH:35][CH:34]=[CH:33][CH:32]=1.C(N(CC)CC)C.C(P1(=O)OP(CCC)(=O)OP(CCC)(=O)O1)CC.C(OCC)(=O)C, predict the reaction product. The product is: [CH3:8][O:9][C:10](=[O:30])[C@@H:11]([CH3:29])[CH2:12][C@@H:13]([C:14](=[O:27])[NH:15][C:16]([CH3:25])([CH3:26])[CH2:17][C:18]1[CH:19]=[CH:20][C:21]([F:24])=[CH:22][CH:23]=1)[NH:28][C:43]([C:40]1[CH:39]=[CH:38][C:37]([C:31]2[CH:32]=[CH:33][CH:34]=[CH:35][CH:36]=2)=[CH:42][N:41]=1)=[O:44]. (3) Given the reactants [OH:1][C:2]1[CH:3]=[C:4]([CH:7]=[CH:8][CH:9]=1)[CH:5]=[O:6].C(=O)([O-])[O-].[K+].[K+].[CH2:16](Br)[C:17]1[CH:22]=[CH:21][CH:20]=[CH:19][CH:18]=1, predict the reaction product. The product is: [CH2:16]([O:1][C:2]1[CH:3]=[C:4]([CH:7]=[CH:8][CH:9]=1)[CH:5]=[O:6])[C:17]1[CH:22]=[CH:21][CH:20]=[CH:19][CH:18]=1. (4) Given the reactants [Br:1][C:2]1[CH:7]=[CH:6][C:5]([C:8]2[C:12]3[CH:13]=[CH:14][C:15](OS(C(F)(F)F)(=O)=O)=[CH:16][C:11]=3[S:10][N:9]=2)=[CH:4][CH:3]=1.[CH2:25]([OH:28])[C:26]#[CH:27], predict the reaction product. The product is: [Br:1][C:2]1[CH:7]=[CH:6][C:5]([C:8]2[C:12]3[CH:13]=[CH:14][C:15]([C:27]#[C:26][CH2:25][OH:28])=[CH:16][C:11]=3[S:10][N:9]=2)=[CH:4][CH:3]=1. (5) Given the reactants [Br:1][C:2]1[CH:9]=[CH:8][C:5]([CH2:6][OH:7])=[CH:4][CH:3]=1.C(N(CC)C(C)C)(C)C.[CH2:19]([O:21][CH2:22]Cl)[CH3:20], predict the reaction product. The product is: [Br:1][C:2]1[CH:9]=[CH:8][C:5]([CH2:6][O:7][CH2:22][O:21][CH2:19][CH3:20])=[CH:4][CH:3]=1. (6) Given the reactants [Cl:1][C:2]1[CH:6]=[CH:5][S:4][C:3]=1[C:7](=[O:16])[C:8](=[N+:14]=[N-:15])[C:9]([O:11][CH2:12][CH3:13])=[O:10].C(P(CCCC)CCCC)CCC.C(=O)(O)[O-].[Na+], predict the reaction product. The product is: [Cl:1][C:2]1[CH:6]=[CH:5][S:4][C:3]=1[C:7](=[O:16])/[C:8](=[N:14]/[NH2:15])/[C:9]([O:11][CH2:12][CH3:13])=[O:10].